This data is from Reaction yield outcomes from USPTO patents with 853,638 reactions. The task is: Predict the reaction yield, written as a fraction of the theoretical maximum amount of product (1.0 means a 100% yield; for example, 0.34 means a 34% yield). (1) The yield is 0.690. The product is [CH:1]1([CH2:4][O:5][NH:6][C:7]([C:9]2[C:22]([NH:23][C:24]3[CH:29]=[CH:28][C:27]([Br:30])=[CH:26][C:25]=3[CH3:31])=[C:21]([F:32])[C:12]3[N:13]=[CH:14][N:15]([CH2:16][CH2:17][CH2:18][CH2:19][N:37]4[CH2:38][CH2:39][N:34]([CH3:33])[CH2:35][CH2:36]4)[C:11]=3[CH:10]=2)=[O:8])[CH2:2][CH2:3]1. The catalyst is CC#N.C(OCC)(=O)C. The reactants are [CH:1]1([CH2:4][O:5][NH:6][C:7]([C:9]2[C:22]([NH:23][C:24]3[CH:29]=[CH:28][C:27]([Br:30])=[CH:26][C:25]=3[CH3:31])=[C:21]([F:32])[C:12]3[N:13]=[CH:14][N:15]([CH2:16][CH2:17][CH2:18][CH:19]=O)[C:11]=3[CH:10]=2)=[O:8])[CH2:3][CH2:2]1.[CH3:33][N:34]1[CH2:39][CH2:38][NH:37][CH2:36][CH2:35]1.CC(O)=O.C(O[BH-](OC(=O)C)OC(=O)C)(=O)C.C[N+](C)(C)C. (2) The reactants are [NH2:1][C@H:2]1[CH2:7][CH2:6][C@H:5]([CH2:8][NH:9][C:10]2[C:15]([N+:16]([O-:18])=[O:17])=[CH:14][N:13]=[C:12]([NH:19][CH2:20][C:21]3[CH:26]=[CH:25][CH:24]=[CH:23][C:22]=3[O:27][C:28]([F:31])([F:30])[F:29])[N:11]=2)[CH2:4][CH2:3]1.Cl.[N:33]1[CH:38]=[CH:37][C:36]([CH2:39][C:40](O)=[O:41])=[CH:35][CH:34]=1.CN(C(ON1N=NC2C=CC=CC1=2)=[N+](C)C)C.[B-](F)(F)(F)F.CCN(C(C)C)C(C)C. The catalyst is C(Cl)Cl.CN(C=O)C. The product is [N+:16]([C:15]1[C:10]([NH:9][CH2:8][C@H:5]2[CH2:4][CH2:3][C@H:2]([NH:1][C:40](=[O:41])[CH2:39][C:36]3[CH:37]=[CH:38][N:33]=[CH:34][CH:35]=3)[CH2:7][CH2:6]2)=[N:11][C:12]([NH:19][CH2:20][C:21]2[CH:26]=[CH:25][CH:24]=[CH:23][C:22]=2[O:27][C:28]([F:30])([F:31])[F:29])=[N:13][CH:14]=1)([O-:18])=[O:17]. The yield is 0.550. (3) The reactants are FC(F)(F)S([O-])(=O)=O.[Mg+2].FC(F)(F)S([O-])(=O)=O.[CH:18]([Si:21]([CH:30]([CH3:32])[CH3:31])([CH:27]([CH3:29])[CH3:28])[O:22][CH2:23][C@@H:24]([OH:26])[CH3:25])([CH3:20])[CH3:19].[O:33]1[CH2:35][C@@H:34]1[C:36]([O:38][CH3:39])=[O:37]. The catalyst is C(OCC)(=O)C. The product is [OH:33][C@H:34]([CH2:35][O:26][C@@H:24]([CH3:25])[CH2:23][O:22][Si:21]([CH:18]([CH3:20])[CH3:19])([CH:27]([CH3:29])[CH3:28])[CH:30]([CH3:32])[CH3:31])[C:36]([O:38][CH3:39])=[O:37]. The yield is 0.410. (4) The reactants are [C:1]([Si:5]([CH3:18])([CH3:17])[O:6][C:7]1[CH:12]=[CH:11][C:10]([N+:13]([O-])=O)=[CH:9][C:8]=1[CH3:16])([CH3:4])([CH3:3])[CH3:2].[H][H]. The catalyst is C(OCC)(=O)C.[Pd]. The product is [Si:5]([O:6][C:7]1[CH:12]=[CH:11][C:10]([NH2:13])=[CH:9][C:8]=1[CH3:16])([C:1]([CH3:4])([CH3:3])[CH3:2])([CH3:17])[CH3:18]. The yield is 0.930. (5) The product is [ClH:19].[N:20]1([CH2:25][CH2:26][NH:27][S:16]([C:14]2[O:15][C:11]([C:5]3[CH:4]=[C:3]([CH2:1][CH3:2])[C:8](=[O:9])[NH:7][C:6]=3[CH3:10])=[CH:12][CH:13]=2)(=[O:18])=[O:17])[CH2:24][CH2:23][CH2:22][CH2:21]1. The yield is 0.970. No catalyst specified. The reactants are [CH2:1]([C:3]1[C:8](=[O:9])[NH:7][C:6]([CH3:10])=[C:5]([C:11]2[O:15][C:14]([S:16]([Cl:19])(=[O:18])=[O:17])=[CH:13][CH:12]=2)[CH:4]=1)[CH3:2].[N:20]1([CH2:25][CH2:26][NH2:27])[CH2:24][CH2:23][CH2:22][CH2:21]1. (6) The reactants are [CH2:1]([O:8][CH2:9][CH2:10][C@H:11]([NH2:15])[CH2:12][O:13][CH3:14])[C:2]1[CH:7]=[CH:6][CH:5]=[CH:4][CH:3]=1.[CH3:16][O:17][CH:18]([O:21][CH3:22])[CH:19]=O.S([O-])([O-])(=O)=O.[Mg+2].C(O)(=O)C.C([BH3-])#N.[Na+]. The catalyst is CO. The product is [CH2:1]([O:8][CH2:9][CH2:10][C@H:11]([NH:15][CH2:19][CH:18]([O:21][CH3:22])[O:17][CH3:16])[CH2:12][O:13][CH3:14])[C:2]1[CH:7]=[CH:6][CH:5]=[CH:4][CH:3]=1. The yield is 0.840. (7) The reactants are Cl[CH2:2][C:3]1[C:11]([F:12])=[CH:10][C:6]2[O:7][CH2:8][O:9][C:5]=2[CH:4]=1.[C-:13]#[N:14].[Na+].O. The catalyst is CS(C)=O. The product is [F:12][C:11]1[C:3]([CH2:2][C:13]#[N:14])=[CH:4][C:5]2[O:9][CH2:8][O:7][C:6]=2[CH:10]=1. The yield is 0.700.